Task: Predict the reactants needed to synthesize the given product.. Dataset: Full USPTO retrosynthesis dataset with 1.9M reactions from patents (1976-2016) (1) Given the product [CH2:1]([C:3]1[C:4]([C:15]2[CH:16]=[C:17]3[C:21](=[CH:22][CH:23]=2)[N:20]([CH3:24])[C:19]([CH:25]2[NH:26][CH2:27][CH2:28][N:29]([C:31]([O:33][C:34]([CH3:35])([CH3:37])[CH3:36])=[O:32])[CH2:30]2)=[CH:18]3)=[N:5][C:6]([O:13][CH3:14])=[C:7]([C:9]([O:11][CH3:12])=[O:10])[CH:8]=1)[CH3:2], predict the reactants needed to synthesize it. The reactants are: [CH2:1]([C:3]1[C:4]([C:15]2[CH:16]=[C:17]3[C:21](=[CH:22][CH:23]=2)[N:20]([CH3:24])[C:19]([CH:25]2[CH2:30][N:29]([C:31]([O:33][C:34]([CH3:37])([CH3:36])[CH3:35])=[O:32])[CH2:28][CH2:27][N:26]2C(OCC2C=CC=CC=2)=O)=[CH:18]3)=[N:5][C:6]([O:13][CH3:14])=[C:7]([C:9]([O:11][CH3:12])=[O:10])[CH:8]=1)[CH3:2]. (2) Given the product [F:11][C:12]1[CH:13]=[C:14]([N+:19]([O-:21])=[O:20])[CH:15]=[CH:16][C:17]=1[O:1][CH:2]1[CH2:7][CH2:6][N:5]([CH3:8])[CH2:4][CH2:3]1, predict the reactants needed to synthesize it. The reactants are: [OH:1][CH:2]1[CH2:7][CH2:6][N:5]([CH3:8])[CH2:4][CH2:3]1.[H-].[Na+].[F:11][C:12]1[CH:13]=[C:14]([N+:19]([O-:21])=[O:20])[CH:15]=[CH:16][C:17]=1F. (3) Given the product [Cl:36][C:8]1[CH:9]=[C:10]([O:14][C:15]2[CH:20]=[CH:19][N:18]=[CH:17][C:16]=2[C:21]([N:23]2[C:32]3[C:27](=[CH:28][CH:29]=[CH:30][CH:31]=3)[N:26]([CH:33]3[CH2:34][CH2:35]3)[CH2:25][CH2:24]2)=[O:22])[C:11]([Cl:13])=[CH:12][C:7]=1[C:6]([NH:5][CH2:4][CH2:3][CH2:42][S:43]([OH:46])(=[O:45])=[O:44])=[O:37], predict the reactants needed to synthesize it. The reactants are: CO[C:3](=O)[CH2:4][NH:5][C:6](=[O:37])[C:7]1[CH:12]=[C:11]([Cl:13])[C:10]([O:14][C:15]2[CH:20]=[CH:19][N:18]=[CH:17][C:16]=2[C:21]([N:23]2[C:32]3[C:27](=[CH:28][CH:29]=[CH:30][CH:31]=3)[N:26]([CH:33]3[CH2:35][CH2:34]3)[CH2:25][CH2:24]2)=[O:22])=[CH:9][C:8]=1[Cl:36].NCC[CH2:42][S:43]([OH:46])(=[O:45])=[O:44]. (4) Given the product [C:1]([O:5][C:6]([NH:7][CH:8]([CH2:9][C:10]1[CH:15]=[CH:14][C:13]([C:16]2[CH:21]=[CH:20][C:19]([F:22])=[C:18]([Cl:23])[CH:17]=2)=[CH:12][CH:11]=1)[CH2:24][O:25][S:28]([CH3:27])(=[O:30])=[O:29])=[O:26])([CH3:3])([CH3:2])[CH3:4], predict the reactants needed to synthesize it. The reactants are: [C:1]([O:5][C:6](=[O:26])[NH:7][CH:8]([CH2:24][OH:25])[CH2:9][C:10]1[CH:15]=[CH:14][C:13]([C:16]2[CH:21]=[CH:20][C:19]([F:22])=[C:18]([Cl:23])[CH:17]=2)=[CH:12][CH:11]=1)([CH3:4])([CH3:3])[CH3:2].[CH3:27][S:28](Cl)(=[O:30])=[O:29].N1C=CC=CC=1. (5) Given the product [NH2:15][C:4]1[C:3]([O:2][CH3:1])=[N:12][C:11]2[C:6](=[CH:7][CH:8]=[C:9]([O:13][CH3:14])[CH:10]=2)[N:5]=1, predict the reactants needed to synthesize it. The reactants are: [CH3:1][O:2][C:3]1[C:4]([NH:15]CC2C=CC(OC)=CC=2OC)=[N:5][C:6]2[C:11]([N:12]=1)=[CH:10][C:9]([O:13][CH3:14])=[CH:8][CH:7]=2.FC(F)(F)C(O)=O. (6) Given the product [CH3:8][C:4]1[CH:5]=[CH:6][CH:7]=[C:2]([CH3:1])[C:3]=1[C:9]1[C:10]2[CH:17]=[C:16]([O:18][CH2:19][C:20]3[CH:21]=[CH:22][C:23]([C@@H:26]([C:33]#[C:34][CH3:35])[CH2:27][C:28]([OH:30])=[O:29])=[CH:24][CH:25]=3)[CH:15]=[CH:14][C:11]=2[S:12][CH:13]=1, predict the reactants needed to synthesize it. The reactants are: [CH3:1][C:2]1[CH:7]=[CH:6][CH:5]=[C:4]([CH3:8])[C:3]=1[C:9]1[C:10]2[CH:17]=[C:16]([O:18][CH2:19][C:20]3[CH:25]=[CH:24][C:23]([C@@H:26]([C:33]#[C:34][CH3:35])[CH2:27][C:28]([O:30]CC)=[O:29])=[CH:22][CH:21]=3)[CH:15]=[CH:14][C:11]=2[S:12][CH:13]=1.[Li+].[OH-].Cl.